Dataset: Peptide-MHC class I binding affinity with 185,985 pairs from IEDB/IMGT. Task: Regression. Given a peptide amino acid sequence and an MHC pseudo amino acid sequence, predict their binding affinity value. This is MHC class I binding data. (1) The peptide sequence is PLTGNNTITT. The MHC is HLA-A02:01 with pseudo-sequence HLA-A02:01. The binding affinity (normalized) is 0. (2) The peptide sequence is SHYLELDTI. The MHC is Mamu-B01 with pseudo-sequence Mamu-B01. The binding affinity (normalized) is 0.589. (3) The peptide sequence is YTAVVPLVY. The MHC is Mamu-A2601 with pseudo-sequence Mamu-A2601. The binding affinity (normalized) is 0. (4) The peptide sequence is YLMNRFKNI. The MHC is HLA-B08:01 with pseudo-sequence HLA-B08:01. The binding affinity (normalized) is 0.973.